Task: Predict the reactants needed to synthesize the given product.. Dataset: Full USPTO retrosynthesis dataset with 1.9M reactions from patents (1976-2016) (1) Given the product [CH3:1][S:2]([C:5]1([C:6]2[CH:11]=[CH:10][N:9]=[C:8]([S:12][CH3:13])[N:7]=2)[CH2:18][CH2:17]1)(=[O:3])=[O:4], predict the reactants needed to synthesize it. The reactants are: [CH3:1][S:2]([CH2:5][C:6]1[CH:11]=[CH:10][N:9]=[C:8]([S:12][CH3:13])[N:7]=1)(=[O:4])=[O:3].[H-].[Na+].Br[CH2:17][CH2:18]Br.O. (2) Given the product [CH3:1][O:2][CH2:3][O:4][C:5]1[CH:6]=[C:7]([CH:10]=[CH:11][CH:12]=1)[CH2:8][NH:16][CH3:15], predict the reactants needed to synthesize it. The reactants are: [CH3:1][O:2][CH2:3][O:4][C:5]1[CH:6]=[C:7]([CH:10]=[CH:11][CH:12]=1)[CH:8]=O.[H][H].[CH3:15][NH2:16]. (3) Given the product [OH:8][C@H:9]1[CH2:17][N:16]2[C@H:11]([CH2:12][C:19]([O:22][CH3:23])([O:24][CH3:25])[CH2:14][CH2:15]2)[CH2:10]1, predict the reactants needed to synthesize it. The reactants are: [Si]([O:8][C@H:9]1[CH2:17][N:16]2[C@H:11]([CH2:12]C(=O)[CH2:14][CH2:15]2)[CH2:10]1)(C(C)(C)C)(C)C.[CH:19]([O:24][CH3:25])([O:22][CH3:23])OC.CC1C=CC(S(O)(=O)=O)=CC=1.C[O-].[Na+].